Dataset: Full USPTO retrosynthesis dataset with 1.9M reactions from patents (1976-2016). Task: Predict the reactants needed to synthesize the given product. (1) Given the product [S:1]1[C:5]([C:6]([OH:8])=[O:7])=[CH:4][C:3]2[CH:10]=[CH:11][C:12]([C:14]([OH:16])=[O:15])=[CH:13][C:2]1=2, predict the reactants needed to synthesize it. The reactants are: [S:1]1[C:5]([C:6]([O:8]C)=[O:7])=[CH:4][C:3]2[CH:10]=[CH:11][C:12]([C:14]([O:16]C)=[O:15])=[CH:13][C:2]1=2.O.[OH-].[Li+].O.Cl. (2) The reactants are: [Cl:1][C:2]1[CH:3]=[C:4]2[C:9](=[C:10]([Cl:12])[CH:11]=1)[CH2:8][N:7]([CH3:13])[CH2:6][CH:5]2[C:14]1[CH:15]=[C:16]([S:20]([Cl:23])(=[O:22])=[O:21])[CH:17]=[CH:18][CH:19]=1.Cl[C:25]1C=C(Cl)C=CC=1CNC. Given the product [Cl:1][C:2]1[CH:3]=[C:4]2[C:9](=[C:10]([Cl:12])[CH:11]=1)[CH2:8][N:7]([CH2:13][CH3:25])[CH2:6][CH:5]2[C:14]1[CH:15]=[C:16]([S:20]([Cl:23])(=[O:22])=[O:21])[CH:17]=[CH:18][CH:19]=1, predict the reactants needed to synthesize it.